From a dataset of Forward reaction prediction with 1.9M reactions from USPTO patents (1976-2016). Predict the product of the given reaction. Given the reactants [C:1]([O:5][C:6]([N:8]1[CH2:15][CH2:14][C:11]2([O:13][CH2:12]2)[CH2:10][CH2:9]1)=[O:7])([CH3:4])([CH3:3])[CH3:2].[CH3:16][O:17][C:18]1[CH:23]=[CH:22][C:21]([CH2:24][NH:25][CH:26]([C:29]2[CH:34]=[CH:33][CH:32]=[CH:31][CH:30]=2)[CH2:27][OH:28])=[CH:20][CH:19]=1, predict the reaction product. The product is: [OH:13][C:11]1([CH2:12][N:25]([CH:26]([C:29]2[CH:34]=[CH:33][CH:32]=[CH:31][CH:30]=2)[CH2:27][OH:28])[CH2:24][C:21]2[CH:20]=[CH:19][C:18]([O:17][CH3:16])=[CH:23][CH:22]=2)[CH2:14][CH2:15][N:8]([C:6]([O:5][C:1]([CH3:4])([CH3:3])[CH3:2])=[O:7])[CH2:9][CH2:10]1.